Dataset: Full USPTO retrosynthesis dataset with 1.9M reactions from patents (1976-2016). Task: Predict the reactants needed to synthesize the given product. Given the product [Br:1][C:2]1[CH:11]=[C:10]2[C:5]([C:6]([NH:21][C:22]3[CH:23]=[C:24]([CH:30]=[CH:31][CH:32]=3)[C:25]([O:27][CH2:28][CH3:29])=[O:26])=[C:7]([N+:12]([O-:14])=[O:13])[CH:8]=[N:9]2)=[CH:4][CH:3]=1, predict the reactants needed to synthesize it. The reactants are: [Br:1][C:2]1[CH:11]=[C:10]2[C:5]([C:6](O)=[C:7]([N+:12]([O-:14])=[O:13])[CH:8]=[N:9]2)=[CH:4][CH:3]=1.P(Cl)(Cl)(Cl)=O.[NH2:21][C:22]1[CH:23]=[C:24]([CH:30]=[CH:31][CH:32]=1)[C:25]([O:27][CH2:28][CH3:29])=[O:26].